This data is from Reaction yield outcomes from USPTO patents with 853,638 reactions. The task is: Predict the reaction yield, written as a fraction of the theoretical maximum amount of product (1.0 means a 100% yield; for example, 0.34 means a 34% yield). (1) No catalyst specified. The product is [OH:6][C@@H:5]([CH2:4][OH:3])[CH2:7][O:8][C:9]1[CH:14]=[C:13]([NH:15][C:16]([N:18]2[C@@H:24]3[CH2:25][N:21]([CH2:22][CH2:23]3)[C:20]3[CH:26]=[CH:27][C:28]([C:30]4[CH:35]=[CH:34][CH:33]=[C:32]([C:36]([F:37])([F:39])[F:38])[CH:31]=4)=[N:29][C:19]2=3)=[O:17])[CH:12]=[CH:11][N:10]=1. The yield is 0.451. The reactants are CC1(C)[O:6][C@H:5]([CH2:7][O:8][C:9]2[CH:14]=[C:13]([NH:15][C:16]([N:18]3[C@@H:24]4[CH2:25][N:21]([CH2:22][CH2:23]4)[C:20]4[CH:26]=[CH:27][C:28]([C:30]5[CH:35]=[CH:34][CH:33]=[C:32]([C:36]([F:39])([F:38])[F:37])[CH:31]=5)=[N:29][C:19]3=4)=[O:17])[CH:12]=[CH:11][N:10]=2)[CH2:4][O:3]1.Cl.O1CCOCC1. (2) The product is [CH2:54]1[CH2:30][O:31][C:32]2([CH2:37][CH2:36][C@H:35]3[C@H:38]4[C@H:48]([CH2:49][CH2:50][C@:33]23[CH3:34])[C@:46]2([CH3:47])[C@:41]([OH:52])([CH2:42][C@H:43]([CH2:51][OH:2])[CH2:44][CH2:45]2)[CH2:40][CH2:39]4)[O:53]1. The yield is 0.980. No catalyst specified. The reactants are C1COC23OCCOC2([C@]2(CC[C@H]4[C@@H](C[C@@H](CO)C5[C@]4(C)CCCC5)[C@@H]2C3)C)[O:2]1.[CH2:30]1[CH2:54][O:53][C:32]2([CH2:37][CH2:36][C@H:35]3[C@H:38]4[C@H:48]([CH2:49][CH2:50][C@:33]23[CH3:34])[C@:46]2([CH3:47])[C@:41]([OH:52])([CH2:42][C:43](=[CH2:51])[CH2:44][CH2:45]2)[CH2:40][CH2:39]4)[O:31]1. (3) The reactants are [N+:1]([C:4]1[CH:13]=[N:12][C:11]2[NH:10][CH:9]([CH2:14][OH:15])[CH2:8][O:7][C:6]=2[CH:5]=1)([O-])=O. The catalyst is [Pd].CO. The product is [NH2:1][C:4]1[CH:13]=[N:12][C:11]2[NH:10][CH:9]([CH2:14][OH:15])[CH2:8][O:7][C:6]=2[CH:5]=1. The yield is 0.890. (4) The reactants are [F:1][C:2]1[CH:7]=[CH:6][CH:5]=[CH:4][N:3]=1.C([N-]C(C)C)(C)C.[Li+].CN([CH:19]=[O:20])C.[NH4+].[Cl-]. The catalyst is C1COCC1.CCOC(C)=O. The product is [F:1][C:2]1[C:7]([CH:19]=[O:20])=[CH:6][CH:5]=[CH:4][N:3]=1. The yield is 0.150. (5) The product is [CH3:1][O:2][C:3]1[N:8]=[CH:7][C:6]([NH:9][C:10]2[N:11]=[CH:12][C:13]([CH:14]([OH:15])[C:34]([CH3:37])([CH3:36])[CH3:35])=[CH:16][C:17]=2[C:18]2[N:26]=[C:25]([CH3:27])[N:24]=[C:23]3[C:19]=2[N:20]=[CH:21][N:22]3[CH:28]2[CH2:33][CH2:32][CH2:31][CH2:30][O:29]2)=[CH:5][CH:4]=1. The yield is 0.520. The catalyst is C1COCC1.CO. The reactants are [CH3:1][O:2][C:3]1[N:8]=[CH:7][C:6]([NH:9][C:10]2[C:17]([C:18]3[N:26]=[C:25]([CH3:27])[N:24]=[C:23]4[C:19]=3[N:20]=[CH:21][N:22]4[CH:28]3[CH2:33][CH2:32][CH2:31][CH2:30][O:29]3)=[CH:16][C:13]([CH:14]=[O:15])=[CH:12][N:11]=2)=[CH:5][CH:4]=1.[C:34]([Mg]Cl)([CH3:37])([CH3:36])[CH3:35].Cl. (6) The reactants are [Br:1][C:2]1[C:10]2[C:5](=[CH:6][C:7]([N+:12]([O-:14])=[O:13])=[C:8]([CH3:11])[CH:9]=2)[NH:4][N:3]=1.[H-].[Na+].[C:17](Cl)([C:30]1[CH:35]=[CH:34][CH:33]=[CH:32][CH:31]=1)([C:24]1[CH:29]=[CH:28][CH:27]=[CH:26][CH:25]=1)[C:18]1[CH:23]=[CH:22][CH:21]=[CH:20][CH:19]=1. The catalyst is C1COCC1. The product is [Br:1][C:2]1[C:10]2[C:5](=[CH:6][C:7]([N+:12]([O-:14])=[O:13])=[C:8]([CH3:11])[CH:9]=2)[N:4]([C:17]([C:18]2[CH:23]=[CH:22][CH:21]=[CH:20][CH:19]=2)([C:30]2[CH:31]=[CH:32][CH:33]=[CH:34][CH:35]=2)[C:24]2[CH:25]=[CH:26][CH:27]=[CH:28][CH:29]=2)[N:3]=1. The yield is 0.950.